The task is: Predict which catalyst facilitates the given reaction.. This data is from Catalyst prediction with 721,799 reactions and 888 catalyst types from USPTO. (1) Reactant: B(Br)(Br)Br.C[O:6][C:7]1[CH:8]=[C:9]2[C:13](=[N:14][CH:15]=1)[NH:12][CH:11]=[CH:10]2.O. Product: [OH:6][C:7]1[CH:8]=[C:9]2[C:13](=[N:14][CH:15]=1)[NH:12][CH:11]=[CH:10]2. The catalyst class is: 2. (2) The catalyst class is: 17. Reactant: [NH2:1][C:2]1[C:15]([Br:16])=[CH:14][C:5]2[C:6]([C:10]([NH:12][CH3:13])=[O:11])=[C:7]([I:9])[O:8][C:4]=2[CH:3]=1.[CH3:17][S:18](Cl)(=[O:20])=[O:19].O.O[Li].O. Product: [Br:16][C:15]1[C:2]([NH:1][S:18]([CH3:17])(=[O:20])=[O:19])=[CH:3][C:4]2[O:8][C:7]([I:9])=[C:6]([C:10]([NH:12][CH3:13])=[O:11])[C:5]=2[CH:14]=1. (3) Reactant: [C:1]([CH:3]1[CH2:6][N:5]([C:7](=[O:31])[C@H:8]([NH:10][C:11]([C:13]2[C:21]3[C:16](=[N:17][CH:18]=[C:19](Br)[N:20]=3)[N:15]([CH2:23][O:24][CH2:25][CH2:26][Si:27]([CH3:30])([CH3:29])[CH3:28])[CH:14]=2)=[O:12])[CH3:9])[CH2:4]1)#[N:2].[CH3:32][O:33][C:34]1[CH:35]=[C:36](B(O)O)[CH:37]=[C:38]([O:42][CH3:43])[C:39]=1[O:40][CH3:41].C([O-])([O-])=O.[K+].[K+]. Product: [C:1]([CH:3]1[CH2:6][N:5]([C:7](=[O:31])[C@H:8]([NH:10][C:11]([C:13]2[C:21]3[C:16](=[N:17][CH:18]=[C:19]([C:36]4[CH:37]=[C:38]([O:42][CH3:43])[C:39]([O:40][CH3:41])=[C:34]([O:33][CH3:32])[CH:35]=4)[N:20]=3)[N:15]([CH2:23][O:24][CH2:25][CH2:26][Si:27]([CH3:30])([CH3:29])[CH3:28])[CH:14]=2)=[O:12])[CH3:9])[CH2:4]1)#[N:2]. The catalyst class is: 104. (4) Reactant: C(OC(=O)[NH:7][CH2:8][CH2:9][CH2:10][C:11]1[CH:16]=[CH:15][C:14]([Cl:17])=[C:13]([CH2:18][NH:19][C:20]2([C:23]([N:25]3[C:34]4[C:29](=[CH:30][CH:31]=[CH:32][CH:33]=4)[N:28]([CH:35]4[CH2:37][CH2:36]4)[CH2:27][CH2:26]3)=[O:24])[CH2:22][CH2:21]2)[CH:12]=1)(C)(C)C.Cl. Product: [NH2:7][CH2:8][CH2:9][CH2:10][C:11]1[CH:16]=[CH:15][C:14]([Cl:17])=[C:13]([CH:12]=1)[CH2:18][NH:19][C:20]1([C:23]([N:25]2[C:34]3[C:29](=[CH:30][CH:31]=[CH:32][CH:33]=3)[N:28]([CH:35]3[CH2:37][CH2:36]3)[CH2:27][CH2:26]2)=[O:24])[CH2:21][CH2:22]1. The catalyst class is: 12. (5) Reactant: Cl[C:2]1[C:11]2[C:6](=[CH:7][C:8]3[CH:15]=[CH:14][CH:13]=[CH:12][C:9]=3[CH:10]=2)[N:5]=[CH:4][C:3]=1[C:16]#[N:17].[Cl:18][C:19]1[C:25]([O:26][CH3:27])=[CH:24][C:22]([NH2:23])=[C:21]([CH3:28])[CH:20]=1.Cl.N1C=CC=CC=1. Product: [Cl:18][C:19]1[C:25]([O:26][CH3:27])=[CH:24][C:22]([NH:23][C:2]2[C:11]3[C:6](=[CH:7][C:8]4[CH:15]=[CH:14][CH:13]=[CH:12][C:9]=4[CH:10]=3)[N:5]=[CH:4][C:3]=2[C:16]#[N:17])=[C:21]([CH3:28])[CH:20]=1. The catalyst class is: 486. (6) Reactant: [C:1]([C@@H:5]1[CH2:10][CH2:9][C@H:8]([NH:11][C:12]([C:14]2[N:18]([CH2:19][C:20]3[CH:29]=[CH:28][C:23]([C:24]([O:26]C)=[O:25])=[CH:22][N:21]=3)[N:17]=[C:16]([C:30]3[CH:35]=[CH:34][C:33]([Cl:36])=[C:32]([Cl:37])[CH:31]=3)[CH:15]=2)=[O:13])[CH2:7][CH2:6]1)([CH3:4])([CH3:3])[CH3:2].[OH-].[Na+]. Product: [C:1]([C@@H:5]1[CH2:6][CH2:7][C@H:8]([NH:11][C:12]([C:14]2[N:18]([CH2:19][C:20]3[CH:29]=[CH:28][C:23]([C:24]([OH:26])=[O:25])=[CH:22][N:21]=3)[N:17]=[C:16]([C:30]3[CH:35]=[CH:34][C:33]([Cl:36])=[C:32]([Cl:37])[CH:31]=3)[CH:15]=2)=[O:13])[CH2:9][CH2:10]1)([CH3:4])([CH3:2])[CH3:3]. The catalyst class is: 36. (7) Reactant: FC(F)(F)C([NH:5][C:6]1[CH:11]=[CH:10][C:9]([S:12](=[O:25])(=[O:24])[NH:13][C:14]2[CH:15]=[CH:16][C:17]3[CH2:21][O:20][B:19]([OH:22])[C:18]=3[CH:23]=2)=[C:8]([CH2:26][CH2:27][C:28](=[O:30])[CH3:29])[CH:7]=1)=O.O[Li].O.Cl. Product: [NH2:5][C:6]1[CH:11]=[CH:10][C:9]([S:12]([NH:13][C:14]2[CH:15]=[CH:16][C:17]3[CH2:21][O:20][B:19]([OH:22])[C:18]=3[CH:23]=2)(=[O:24])=[O:25])=[C:8]([CH2:26][CH2:27][C:28](=[O:30])[CH3:29])[CH:7]=1. The catalyst class is: 24. (8) Reactant: [C:1]([O:5][C:6]([N:8]([C:31]([O:33][C:34]([CH3:37])([CH3:36])[CH3:35])=[O:32])[C:9]1[C:18]2[C:13](=[CH:14][C:15]([NH:19][CH:20]([C:24]3[CH:29]=[CH:28][CH:27]=[C:26]([Br:30])[CH:25]=3)[C:21](O)=[O:22])=[CH:16][CH:17]=2)[CH:12]=[CH:11][N:10]=1)=[O:7])([CH3:4])([CH3:3])[CH3:2].[CH3:38][S:39]([C:42]1[CH:47]=[CH:46][CH:45]=[CH:44][C:43]=1[CH2:48][NH2:49])(=[O:41])=[O:40].C(N(C(C)C)CC)(C)C.Cl.CN(C)CCCN=C=NCC.ON1C2N=CC=CC=2N=N1. Product: [CH3:38][S:39]([C:42]1[CH:47]=[CH:46][CH:45]=[CH:44][C:43]=1[CH2:48][NH:49][C:21](=[O:22])[CH:20]([C:24]1[CH:29]=[CH:28][CH:27]=[C:26]([Br:30])[CH:25]=1)[NH:19][C:15]1[CH:14]=[C:13]2[C:18](=[CH:17][CH:16]=1)[C:9]([N:8]([C:6]([O:5][C:1]([CH3:2])([CH3:3])[CH3:4])=[O:7])[C:31]([O:33][C:34]([CH3:37])([CH3:36])[CH3:35])=[O:32])=[N:10][CH:11]=[CH:12]2)(=[O:40])=[O:41]. The catalyst class is: 204. (9) Reactant: [N+]([C:4]1[CH:5]=[C:6]([CH:9]=[C:10]([N+:12]([O-:14])=[O:13])[CH:11]=1)[C:7]#[N:8])([O-])=O.[CH3:15][C:16]1[N:21]=[CH:20][C:19]([OH:22])=[CH:18][CH:17]=1.C([O-])([O-])=O.[K+].[K+].O. Product: [CH3:15][C:16]1[N:21]=[CH:20][C:19]([O:22][C:4]2[CH:5]=[C:6]([CH:9]=[C:10]([N+:12]([O-:14])=[O:13])[CH:11]=2)[C:7]#[N:8])=[CH:18][CH:17]=1. The catalyst class is: 3.